Dataset: Catalyst prediction with 721,799 reactions and 888 catalyst types from USPTO. Task: Predict which catalyst facilitates the given reaction. The catalyst class is: 351. Reactant: [NH2:1][C@@H:2]1[CH2:7][CH2:6][CH2:5][N:4]([C:8]2[N:9]([CH2:20][C:21]3[CH:28]=[CH:27][CH:26]=[CH:25][C:22]=3[C:23]#[N:24])[C:10](=[O:19])[C:11]3[CH:17]=[C:16](Cl)[N:15]=[CH:14][C:12]=3[N:13]=2)[CH2:3]1.[NH:29]1[CH2:33][CH2:32][CH2:31][CH2:30]1.C(=O)(O)[O-].[Na+]. Product: [NH2:1][C@@H:2]1[CH2:7][CH2:6][CH2:5][N:4]([C:8]2[N:9]([CH2:20][C:21]3[CH:28]=[CH:27][CH:26]=[CH:25][C:22]=3[C:23]#[N:24])[C:10](=[O:19])[C:11]3[CH:17]=[C:16]([N:29]4[CH2:33][CH2:32][CH2:31][CH2:30]4)[N:15]=[CH:14][C:12]=3[N:13]=2)[CH2:3]1.